This data is from Catalyst prediction with 721,799 reactions and 888 catalyst types from USPTO. The task is: Predict which catalyst facilitates the given reaction. (1) Reactant: [C:1]([NH:4][CH2:5][CH2:6][CH2:7][S:8]([O:11][CH2:12][C:13]([CH3:35])([CH3:34])[CH:14]([O:26]CC1C=CC=CC=1)[C:15]([O:17][CH2:18][CH2:19][O:20][C:21]([O:23][CH2:24][CH3:25])=[O:22])=[O:16])(=[O:10])=[O:9])(=[O:3])[CH3:2]. Product: [C:1]([NH:4][CH2:5][CH2:6][CH2:7][S:8]([O:11][CH2:12][C:13]([CH3:34])([CH3:35])[CH:14]([OH:26])[C:15]([O:17][CH2:18][CH2:19][O:20][C:21]([O:23][CH2:24][CH3:25])=[O:22])=[O:16])(=[O:9])=[O:10])(=[O:3])[CH3:2]. The catalyst class is: 43. (2) Reactant: [F:1][C:2]([F:27])([F:26])[C:3]1[CH:8]=[CH:7][C:6]([C:9]2[O:13][C:12]([NH:14][C:15]3[CH:16]=[CH:17][CH:18]=[C:19]4[C:24]=3[CH2:23][C:22](=[O:25])[CH2:21][CH2:20]4)=[N:11][CH:10]=2)=[CH:5][CH:4]=1.[BH4-].[Na+].O. Product: [F:27][C:2]([F:1])([F:26])[C:3]1[CH:8]=[CH:7][C:6]([C:9]2[O:13][C:12]([NH:14][C:15]3[CH:16]=[CH:17][CH:18]=[C:19]4[C:24]=3[CH2:23][CH:22]([OH:25])[CH2:21][CH2:20]4)=[N:11][CH:10]=2)=[CH:5][CH:4]=1. The catalyst class is: 8. (3) Reactant: [Cl:1][C:2]1[CH:7]=[C:6]([CH2:8][N:9]2[C:13]([CH3:15])([CH3:14])[C:12](=[O:16])[N:11]([C:17]3[CH:25]=[C:24]4[C:20]([C:21]([CH3:36])([CH3:35])[CH2:22][N:23]4[C:26](=[O:34])[CH2:27][NH:28][CH:29]4[CH2:33][CH2:32][CH2:31][CH2:30]4)=[CH:19][CH:18]=3)[C:10]2=[O:37])[CH:5]=[CH:4][N:3]=1.C(N(CC)CC)C.[C:45](O[C:45]([O:47][C:48]([CH3:51])([CH3:50])[CH3:49])=[O:46])([O:47][C:48]([CH3:51])([CH3:50])[CH3:49])=[O:46]. Product: [Cl:1][C:2]1[CH:7]=[C:6]([CH2:8][N:9]2[C:13]([CH3:14])([CH3:15])[C:12](=[O:16])[N:11]([C:17]3[CH:25]=[C:24]4[C:20]([C:21]([CH3:36])([CH3:35])[CH2:22][N:23]4[C:26](=[O:34])[CH2:27][N:28]([CH:29]4[CH2:30][CH2:31][CH2:32][CH2:33]4)[C:45](=[O:46])[O:47][C:48]([CH3:51])([CH3:50])[CH3:49])=[CH:19][CH:18]=3)[C:10]2=[O:37])[CH:5]=[CH:4][N:3]=1. The catalyst class is: 4.